From a dataset of CYP2C19 inhibition data for predicting drug metabolism from PubChem BioAssay. Regression/Classification. Given a drug SMILES string, predict its absorption, distribution, metabolism, or excretion properties. Task type varies by dataset: regression for continuous measurements (e.g., permeability, clearance, half-life) or binary classification for categorical outcomes (e.g., BBB penetration, CYP inhibition). Dataset: cyp2c19_veith. (1) The drug is O=C(CCCN1CCC(O)(c2cccc(C(F)(F)F)c2)CC1)c1ccc(F)cc1. The result is 0 (non-inhibitor). (2) The compound is COC(=O)c1ccccc1NC(=O)c1ccc(Cn2cc(Cl)cn2)o1. The result is 1 (inhibitor). (3) The molecule is Cc1c(C2CCN(CCc3ccccc3)CC2)noc1-c1ccc(Cl)cc1. The result is 0 (non-inhibitor). (4) The compound is COn1c(SCc2cccc(Cl)c2)nc2ccccc2c1=O. The result is 1 (inhibitor). (5) The drug is CC(C)C(=O)N1CCN(c2ccccc2NC(=O)c2cccc(Cl)c2)CC1. The result is 1 (inhibitor).